Dataset: Forward reaction prediction with 1.9M reactions from USPTO patents (1976-2016). Task: Predict the product of the given reaction. Given the reactants [S:1]([C:5]1[CH:13]=[CH:12][C:8]([C:9]([OH:11])=O)=[CH:7][CH:6]=1)(=[O:4])(=[O:3])[NH2:2].CN(C(ON1N=NC2C=CC=NC1=2)=[N+](C)C)C.F[P-](F)(F)(F)(F)F.[NH2:38][CH2:39][CH:40]([OH:52])[CH2:41][N:42]1[CH2:51][CH2:50][C:49]2[C:44](=[CH:45][CH:46]=[CH:47][CH:48]=2)[CH2:43]1, predict the reaction product. The product is: [CH2:43]1[C:44]2[C:49](=[CH:48][CH:47]=[CH:46][CH:45]=2)[CH2:50][CH2:51][N:42]1[CH2:41][CH:40]([OH:52])[CH2:39][NH:38][C:9](=[O:11])[C:8]1[CH:7]=[CH:6][C:5]([S:1](=[O:3])(=[O:4])[NH2:2])=[CH:13][CH:12]=1.